From a dataset of Reaction yield outcomes from USPTO patents with 853,638 reactions. Predict the reaction yield, written as a fraction of the theoretical maximum amount of product (1.0 means a 100% yield; for example, 0.34 means a 34% yield). The reactants are C([O-])(O)=O.[Na+].[ClH:6].[CH:7]([N:20]1[CH2:23][C:22]([CH:25]2[CH2:27][CH2:26]2)(O)[CH2:21]1)([C:14]1[CH:19]=[CH:18][CH:17]=[CH:16][CH:15]=1)[C:8]1[CH:13]=[CH:12][CH:11]=[CH:10][CH:9]=1.COCCN(S(F)(F)[F:38])CCOC. The catalyst is C(OCC)(=O)C. The product is [ClH:6].[CH:7]([N:20]1[CH2:23][C:22]([CH:25]2[CH2:27][CH2:26]2)([F:38])[CH2:21]1)([C:14]1[CH:19]=[CH:18][CH:17]=[CH:16][CH:15]=1)[C:8]1[CH:13]=[CH:12][CH:11]=[CH:10][CH:9]=1. The yield is 0.610.